Dataset: Forward reaction prediction with 1.9M reactions from USPTO patents (1976-2016). Task: Predict the product of the given reaction. (1) Given the reactants [CH:1]1([N:7]2[C:11](=[O:12])[CH:10]=[C:9]([CH3:13])[NH:8]2)[CH2:6][CH2:5][CH2:4][CH2:3][CH2:2]1.CI.O.[C:17]([O-])([O-])=O.[K+].[K+], predict the reaction product. The product is: [CH:1]1([N:7]2[C:11](=[O:12])[CH:10]=[C:9]([CH3:13])[N:8]2[CH3:17])[CH2:6][CH2:5][CH2:4][CH2:3][CH2:2]1. (2) Given the reactants [CH3:1][C:2]1[CH:7]=[CH:6][C:5]([CH3:8])=[CH:4][C:3]=1[OH:9].[S-:10][C:11]#[N:12].[Na+].[Br-].[Na+].BrBr, predict the reaction product. The product is: [CH3:1][C:2]1[CH:7]=[C:6]([S:10][C:11]#[N:12])[C:5]([CH3:8])=[CH:4][C:3]=1[OH:9]. (3) Given the reactants [Br-].[CH2:2]([N+:6]1([CH3:11])[CH2:10][CH2:9][CH2:8][CH2:7]1)[CH2:3][CH2:4][CH3:5].[F:12][B-:13]([F:16])([F:15])[F:14].[Na+].[Br-].[Na+].ClCCl, predict the reaction product. The product is: [F:12][B-:13]([F:16])([F:15])[F:14].[CH2:2]([N+:6]1([CH3:11])[CH2:10][CH2:9][CH2:8][CH2:7]1)[CH2:3][CH2:4][CH3:5]. (4) Given the reactants [NH2:1][C:2]([C:4]1[CH:5]=[N:6][C:7]2[C:12]([C:13]=1[NH:14][C:15]1[CH:16]=[CH:17][C:18]([C:25]3[O:26][CH:27]=[CH:28][CH:29]=3)=[C:19]([CH:24]=1)[C:20]([O:22]C)=[O:21])=[CH:11][CH:10]=[C:9]([C:30]1[C:31]([O:38][CH3:39])=[N:32][C:33]([O:36][CH3:37])=[N:34][CH:35]=1)[CH:8]=2)=[O:3].[OH-].[Na+], predict the reaction product. The product is: [NH2:1][C:2]([C:4]1[CH:5]=[N:6][C:7]2[C:12]([C:13]=1[NH:14][C:15]1[CH:16]=[CH:17][C:18]([C:25]3[O:26][CH:27]=[CH:28][CH:29]=3)=[C:19]([CH:24]=1)[C:20]([OH:22])=[O:21])=[CH:11][CH:10]=[C:9]([C:30]1[C:31]([O:38][CH3:39])=[N:32][C:33]([O:36][CH3:37])=[N:34][CH:35]=1)[CH:8]=2)=[O:3]. (5) Given the reactants [CH2:1]([S:3][C:4]1[C:9]([C:10]([O:12]C)=[O:11])=[C:8]([C:14]([F:17])([F:16])[F:15])[CH:7]=[C:6]([N:18]2[CH2:23][CH2:22][O:21][CH2:20][CH2:19]2)[N:5]=1)[CH3:2].CO.C1COCC1.[Li+].[OH-].Cl, predict the reaction product. The product is: [CH2:1]([S:3][C:4]1[C:9]([C:10]([OH:12])=[O:11])=[C:8]([C:14]([F:17])([F:16])[F:15])[CH:7]=[C:6]([N:18]2[CH2:19][CH2:20][O:21][CH2:22][CH2:23]2)[N:5]=1)[CH3:2]. (6) Given the reactants [Cl:1][C:2]1[CH:3]=[C:4]([CH:22]=[CH:23][C:24]=1[O:25][CH3:26])[CH2:5][NH:6][C:7]1[C:8]2[N:17]([CH3:18])[N:16]=[C:15]([CH2:19][CH2:20][CH3:21])[C:9]=2[N:10]=[C:11]([CH2:13]Cl)[N:12]=1.[NH2:27][CH2:28][CH2:29][CH2:30][OH:31].C(OCC)(=O)C, predict the reaction product. The product is: [Cl:1][C:2]1[CH:3]=[C:4]([CH:22]=[CH:23][C:24]=1[O:25][CH3:26])[CH2:5][NH:6][C:7]1[C:8]2[N:17]([CH3:18])[N:16]=[C:15]([CH2:19][CH2:20][CH3:21])[C:9]=2[N:10]=[C:11]([CH2:13][NH:27][CH2:28][CH2:29][CH2:30][OH:31])[N:12]=1. (7) Given the reactants Cl[C:2]1[CH:7]=[CH:6][N:5]=[C:4]2[N:8]([S:23]([C:26]3[CH:31]=[CH:30][CH:29]=[CH:28][CH:27]=3)(=[O:25])=[O:24])[C:9]([C:11]3[CH:16]=[CH:15][C:14]([N:17]4[CH2:22][CH2:21][O:20][CH2:19][CH2:18]4)=[CH:13][CH:12]=3)=[CH:10][C:3]=12.[O:32]1[CH2:37][CH2:36][CH2:35][CH:34]([O:38][C:39]2[CH:46]=[CH:45][C:44](B3OC(C)(C)C(C)(C)O3)=[CH:43][C:40]=2[C:41]#[N:42])[CH2:33]1.C(=O)([O-])[O-].[K+].[K+].C1(P(C2CCCCC2)C2C=CC=CC=2C2C(OC)=CC=CC=2OC)CCCCC1, predict the reaction product. The product is: [O:20]1[CH2:21][CH2:22][N:17]([C:14]2[CH:13]=[CH:12][C:11]([C:9]3[N:8]([S:23]([C:26]4[CH:27]=[CH:28][CH:29]=[CH:30][CH:31]=4)(=[O:24])=[O:25])[C:4]4=[N:5][CH:6]=[CH:7][C:2]([C:44]5[CH:45]=[CH:46][C:39]([O:38][CH:34]6[CH2:35][CH2:36][CH2:37][O:32][CH2:33]6)=[C:40]([CH:43]=5)[C:41]#[N:42])=[C:3]4[CH:10]=3)=[CH:16][CH:15]=2)[CH2:18][CH2:19]1.